From a dataset of Forward reaction prediction with 1.9M reactions from USPTO patents (1976-2016). Predict the product of the given reaction. Given the reactants [C:1]1([O:7][C:8](Cl)=[O:9])[CH:6]=[CH:5][CH:4]=[CH:3][CH:2]=1.[NH2:11][CH2:12][CH:13]1[CH2:18][CH2:17][C:16]([N:25]([CH3:27])[CH3:26])([C:19]2[CH:24]=[CH:23][CH:22]=[CH:21][CH:20]=2)[CH2:15][CH2:14]1.N1C=CC=CC=1, predict the reaction product. The product is: [C:1]1([O:7][C:8](=[O:9])[NH:11][CH2:12][CH:13]2[CH2:14][CH2:15][C:16]([N:25]([CH3:27])[CH3:26])([C:19]3[CH:20]=[CH:21][CH:22]=[CH:23][CH:24]=3)[CH2:17][CH2:18]2)[CH:6]=[CH:5][CH:4]=[CH:3][CH:2]=1.